Dataset: Catalyst prediction with 721,799 reactions and 888 catalyst types from USPTO. Task: Predict which catalyst facilitates the given reaction. (1) Reactant: [Cl:1][C:2]1[CH:7]=[CH:6][C:5]([N:8]2[CH2:13][CH2:12][NH:11][CH2:10][CH2:9]2)=[CH:4][CH:3]=1.[N:14]([CH2:17][C:18]1[N:22]([CH2:23][C:24](O)=[O:25])[N:21]=[C:20]([C:27]([F:30])([F:29])[F:28])[C:19]=1[Cl:31])=[N+:15]=[N-:16].C(N(CC)CC)C.F[P-](F)(F)(F)(F)F.N1(OC(N(C)C)=[N+](C)C)C2N=CC=CC=2N=N1. Product: [N:14]([CH2:17][C:18]1[N:22]([CH2:23][C:24]([N:11]2[CH2:12][CH2:13][N:8]([C:5]3[CH:4]=[CH:3][C:2]([Cl:1])=[CH:7][CH:6]=3)[CH2:9][CH2:10]2)=[O:25])[N:21]=[C:20]([C:27]([F:30])([F:28])[F:29])[C:19]=1[Cl:31])=[N+:15]=[N-:16]. The catalyst class is: 35. (2) Reactant: [CH2:1]([N:8]1[CH2:13][CH:12]2[CH:14]([NH:15][C:16]3[CH:17]=[C:18]4[C:22](=[CH:23][CH:24]=3)[N:21](C(=O)C(C)(C)C)[N:20]=[CH:19]4)[CH:9]1[CH2:10][CH2:11]2)[C:2]1[CH:7]=[CH:6][CH:5]=[CH:4][CH:3]=1.C(=O)([O-])[O-].[K+].[K+]. Product: [CH2:1]([N:8]1[CH2:13][CH:12]2[CH:14]([NH:15][C:16]3[CH:17]=[C:18]4[C:22](=[CH:23][CH:24]=3)[NH:21][N:20]=[CH:19]4)[CH:9]1[CH2:10][CH2:11]2)[C:2]1[CH:7]=[CH:6][CH:5]=[CH:4][CH:3]=1. The catalyst class is: 5. (3) Reactant: [Br:1][C:2]1[N:3]=[C:4]2[C:10]([C:11]([OH:13])=O)=[CH:9][N:8]([CH2:14][O:15][CH2:16][CH2:17][Si:18]([CH3:21])([CH3:20])[CH3:19])[C:5]2=[N:6][CH:7]=1.FC(F)(F)C(O)=O.[NH2:29][C@H:30]([C:41]([CH3:44])([CH3:43])[CH3:42])[C:31]([N:33]1[CH2:38][CH2:37][CH:36]([C:39]#[N:40])[CH2:35][CH2:34]1)=[O:32].C(Cl)CCl.C1C=CC2N(O)N=NC=2C=1.CCN(C(C)C)C(C)C. Product: [C:39]([CH:36]1[CH2:37][CH2:38][N:33]([C:31]([C@H:30]([NH:29][C:11]([C:10]2[C:4]3[C:5](=[N:6][CH:7]=[C:2]([Br:1])[N:3]=3)[N:8]([CH2:14][O:15][CH2:16][CH2:17][Si:18]([CH3:21])([CH3:20])[CH3:19])[CH:9]=2)=[O:13])[C:41]([CH3:43])([CH3:42])[CH3:44])=[O:32])[CH2:34][CH2:35]1)#[N:40]. The catalyst class is: 3. (4) Reactant: [CH:1]([N:5]1[C:13]2[CH:12]=[C:11]([Cl:14])[N:10]=[CH:9][C:8]=2[C:7](I)=[N:6]1)([CH2:3][CH3:4])[CH3:2].Cl.[NH:17]1[CH2:21][CH2:20][C@@H:19]([OH:22])[CH2:18]1.N1CCC[C@H]1C(O)=O.C(=O)([O-])[O-].[K+].[K+]. Product: [CH:1]([N:5]1[C:13]2[CH:12]=[C:11]([Cl:14])[N:10]=[CH:9][C:8]=2[C:7]([N:17]2[CH2:21][CH2:20][C@@H:19]([OH:22])[CH2:18]2)=[N:6]1)([CH2:3][CH3:4])[CH3:2]. The catalyst class is: 156. (5) Reactant: [CH2:1]([O:8][C:9]1[CH:14]=[CH:13][N:12]=[CH:11][C:10]=1Br)[C:2]1[CH:7]=[CH:6][CH:5]=[CH:4][CH:3]=1.C([Mg]Cl)(C)C.[CH2:21]([N:26]1[C:34]2[C:29](=[CH:30][CH:31]=[CH:32][CH:33]=2)[C:28](=[O:35])[C:27]1=[O:36])[CH2:22][CH2:23][CH2:24][CH3:25]. Product: [CH2:1]([O:8][C:9]1[CH:14]=[CH:13][N:12]=[CH:11][C:10]=1[C:28]1([OH:35])[C:29]2[C:34](=[CH:33][CH:32]=[CH:31][CH:30]=2)[N:26]([CH2:21][CH2:22][CH2:23][CH2:24][CH3:25])[C:27]1=[O:36])[C:2]1[CH:7]=[CH:6][CH:5]=[CH:4][CH:3]=1. The catalyst class is: 7. (6) Reactant: [CH2:1]([NH:8][CH3:9])[C:2]1[CH:7]=[CH:6][CH:5]=[CH:4][CH:3]=1.Br.Br[CH2:12][C:13]([C:15]1[CH:20]=[CH:19][N:18]=[CH:17][CH:16]=1)=[O:14]. Product: [CH2:1]([N:8]([CH2:12][C:13]([C:15]1[CH:20]=[CH:19][N:18]=[CH:17][CH:16]=1)=[O:14])[CH3:9])[C:2]1[CH:7]=[CH:6][CH:5]=[CH:4][CH:3]=1. The catalyst class is: 4. (7) The catalyst class is: 59. Reactant: CC(C)[N:3]=C=NC(C)C.[CH3:10][C:11]1[C:16]([NH:17][C:18]([C:20]2[S:24][C:23]([NH:25][C:26]3[CH:27]=[C:28]([N:33]4[CH2:38][CH2:37][N:36]([CH2:39][CH2:40][OH:41])[CH2:35][CH2:34]4)[N:29]=[C:30]([CH3:32])[N:31]=3)=[N:22][CH:21]=2)=[O:19])=[C:15]([Cl:42])[CH:14]=[CH:13][CH:12]=1.[NH:43](C(OC(C)(C)C)=O)[C@H:44]([C:49]([OH:51])=O)[CH2:45][CH:46]([CH3:48])[CH3:47].C1(C)C=CC(S([O-])(=O)=O)=CC=1.CN(C)C1C=C[NH+]=CC=1. Product: [CH3:10][C:11]1[C:16]([NH:17][C:18]([C:20]2[S:24][C:23]([NH:25][C:26]3[CH:27]=[C:28]([N:33]4[CH2:38][CH2:37][N:36]([CH2:39][CH2:40][OH:41])[CH2:35][CH2:34]4)[N:29]=[C:30]([CH3:32])[N:31]=3)=[N:22][CH:21]=2)=[O:19])=[C:15]([Cl:42])[CH:14]=[CH:13][CH:12]=1.[NH2:43][C@H:44]([C:49]([NH2:3])=[O:51])[CH2:45][CH:46]([CH3:48])[CH3:47].